Dataset: Reaction yield outcomes from USPTO patents with 853,638 reactions. Task: Predict the reaction yield, written as a fraction of the theoretical maximum amount of product (1.0 means a 100% yield; for example, 0.34 means a 34% yield). (1) The reactants are [Cl:1][C:2]1[CH:7]=[C:6]([N+:8]([O-:10])=[O:9])[CH:5]=[CH:4][C:3]=1I.[F:12][C:13]1[CH:18]=[CH:17][CH:16]=[CH:15][C:14]=1B(O)O.C1(C)C=CC=CC=1.C(=O)([O-])[O-].[Na+].[Na+]. The catalyst is C1C=CC([P]([Pd]([P](C2C=CC=CC=2)(C2C=CC=CC=2)C2C=CC=CC=2)([P](C2C=CC=CC=2)(C2C=CC=CC=2)C2C=CC=CC=2)[P](C2C=CC=CC=2)(C2C=CC=CC=2)C2C=CC=CC=2)(C2C=CC=CC=2)C2C=CC=CC=2)=CC=1.C(O)C. The product is [Cl:1][C:2]1[CH:7]=[C:6]([N+:8]([O-:10])=[O:9])[CH:5]=[CH:4][C:3]=1[C:14]1[CH:15]=[CH:16][CH:17]=[CH:18][C:13]=1[F:12]. The yield is 0.930. (2) The reactants are [CH3:1][O:2][C:3]([C@@H:5]1[C@H:10](C(O)=O)[CH:9]2[CH2:14][CH2:15][CH:6]1[CH2:7][CH2:8]2)=[O:4].C([N:18](CC)CC)C.Cl[C:24]([O:26][CH2:27][CH3:28])=[O:25].[N-]=[N+]=[N-].[Na+].[CH2:33](O)[C:34]1C=C[CH:37]=[CH:36][CH:35]=1. The catalyst is O1CCCC1.O.C1C=CC=CC=1.ClCCl. The product is [CH3:1][O:2][C:3]([C@H:5]1[C@@H:10]([NH:18][C:24]([O:26][CH2:27][C:28]2[CH:37]=[CH:36][CH:35]=[CH:34][CH:33]=2)=[O:25])[CH:9]2[CH2:8][CH2:7][CH:6]1[CH2:15][CH2:14]2)=[O:4]. The yield is 0.380. (3) The reactants are B(Br)(Br)Br.[Br:5][C:6]1[CH:11]=[CH:10][CH:9]=[C:8]([O:12]C)[C:7]=1[NH2:14]. The catalyst is C(Cl)Cl. The product is [NH2:14][C:7]1[C:6]([Br:5])=[CH:11][CH:10]=[CH:9][C:8]=1[OH:12]. The yield is 0.580. (4) The reactants are C(OC([NH:11][C@H:12]([CH2:16][OH:17])[C:13]([OH:15])=O)=O)C1C=CC=CC=1.C[N:19]1[CH2:24][CH2:23]O[CH2:21][CH2:20]1.Cl[C:26](OCC(C)C)=O.N1CCCC1. The catalyst is O1CCCC1. The product is [NH2:11][C@H:12]([CH2:16][OH:17])[C:13]([N:19]1[CH2:20][CH2:21][CH2:26][CH2:23][CH2:24]1)=[O:15]. The yield is 0.500. (5) The reactants are Cl[C:2]1[CH:7]=[C:6]([C:8]2[CH:13]=[CH:12][CH:11]=[CH:10][CH:9]=2)[N:5]=[C:4]2[S:14][CH:15]=[CH:16][C:3]=12.[NH:17]1[CH2:27][CH2:26][CH:20]([C:21]([O:23][CH2:24][CH3:25])=[O:22])[CH2:19][CH2:18]1. No catalyst specified. The product is [C:8]1([C:6]2[N:5]=[C:4]3[S:14][CH:15]=[CH:16][C:3]3=[C:2]([N:17]3[CH2:27][CH2:26][CH:20]([C:21]([O:23][CH2:24][CH3:25])=[O:22])[CH2:19][CH2:18]3)[CH:7]=2)[CH:13]=[CH:12][CH:11]=[CH:10][CH:9]=1. The yield is 0.330.